Dataset: Full USPTO retrosynthesis dataset with 1.9M reactions from patents (1976-2016). Task: Predict the reactants needed to synthesize the given product. (1) The reactants are: [NH2:1][C:2]1[N:3]=[C:4]([NH:19][CH:20]2[CH2:25][CH2:24][NH:23][CH2:22][CH2:21]2)[C:5]2[N:11]=[C:10]([C:12]3[CH:17]=[CH:16][C:15]([F:18])=[CH:14][CH:13]=3)[CH:9]=[CH:8][C:6]=2[N:7]=1.[O:26]([CH2:33][C:34](Cl)=[O:35])[C:27]1[CH:32]=[CH:31][CH:30]=[CH:29][CH:28]=1. Given the product [NH2:1][C:2]1[N:3]=[C:4]([NH:19][CH:20]2[CH2:25][CH2:24][N:23]([C:34](=[O:35])[CH2:33][O:26][C:27]3[CH:32]=[CH:31][CH:30]=[CH:29][CH:28]=3)[CH2:22][CH2:21]2)[C:5]2[N:11]=[C:10]([C:12]3[CH:13]=[CH:14][C:15]([F:18])=[CH:16][CH:17]=3)[CH:9]=[CH:8][C:6]=2[N:7]=1, predict the reactants needed to synthesize it. (2) Given the product [CH3:15][O:16][C:17](=[O:42])[C@H:18]([CH2:27][C:28]1[CH:29]=[CH:30][C:31]([C:2]2[S:1][CH:5]=[CH:4][CH:3]=2)=[CH:32][CH:33]=1)[NH:19][C:20]([O:22][C:23]([CH3:26])([CH3:24])[CH3:25])=[O:21], predict the reactants needed to synthesize it. The reactants are: [S:1]1[CH:5]=[CH:4][CH:3]=[C:2]1B(O)O.C([O-])([O-])=O.[K+].[K+].[CH3:15][O:16][C:17](=[O:42])[C@H:18]([CH2:27][C:28]1[CH:33]=[CH:32][C:31](OS(C(F)(F)F)(=O)=O)=[CH:30][CH:29]=1)[NH:19][C:20]([O:22][C:23]([CH3:26])([CH3:25])[CH3:24])=[O:21]. (3) Given the product [C:17]([C:14]1[C:5]([CH:1]2[CH2:4][CH2:3][CH2:2]2)=[CH:6][C:7]([CH3:16])=[C:8]([CH:13]=1)[C:9]([O:11][CH3:12])=[O:10])(=[O:19])[CH3:18], predict the reactants needed to synthesize it. The reactants are: [CH:1]1([C:5]2[C:14](I)=[CH:13][C:8]([C:9]([O:11][CH3:12])=[O:10])=[C:7]([CH3:16])[CH:6]=2)[CH2:4][CH2:3][CH2:2]1.[CH:17]([O:19]CCCC)=[CH2:18].C1C=CC(P(C2C=CC=CC=2)CCCP(C2C=CC=CC=2)C2C=CC=CC=2)=CC=1.Cl. (4) Given the product [CH3:42][C:41]1[CH:40]=[C:39]([C:43]2[CH:44]=[CH:45][C:46](=[O:50])[N:47]([CH3:49])[CH:48]=2)[CH:38]=[C:37]([CH3:51])[C:36]=1[C:5]1[CH:4]=[CH:3][C:2]([F:1])=[C:10]2[C:6]=1[CH2:7][CH2:8][C@H:9]2[O:11][C:12]1[CH:25]=[CH:24][C:15]2[C@H:16]([CH2:19][C:20]([O:22][CH3:23])=[O:21])[CH2:17][O:18][C:14]=2[CH:13]=1, predict the reactants needed to synthesize it. The reactants are: [F:1][C:2]1[CH:3]=[CH:4][C:5](B2OC(C)(C)C(C)(C)O2)=[C:6]2[C:10]=1[C@H:9]([O:11][C:12]1[CH:25]=[CH:24][C:15]3[C@H:16]([CH2:19][C:20]([O:22][CH3:23])=[O:21])[CH2:17][O:18][C:14]=3[CH:13]=1)[CH2:8][CH2:7]2.Br[C:36]1[C:41]([CH3:42])=[CH:40][C:39]([C:43]2[CH:44]=[CH:45][C:46](=[O:50])[N:47]([CH3:49])[CH:48]=2)=[CH:38][C:37]=1[CH3:51].BrC1C=CC(F)=C2C=1CC[C@H]2OC1C=CC2[C@H](CC(OC)=O)COC=2C=1. (5) The reactants are: C[O:2][C:3]1[CH:8]=[CH:7][C:6]([N+:9]([O-:11])=[O:10])=[CH:5][C:4]=1[O:12][CH2:13][CH2:14][N:15]1[CH2:20][CH2:19][O:18][CH2:17][CH2:16]1.C(S)CCCCCCCCCCC.C[O-].[Na+].O. Given the product [N+:9]([C:6]1[CH:7]=[CH:8][C:3]([OH:2])=[C:4]([O:12][CH2:13][CH2:14][N:15]2[CH2:16][CH2:17][O:18][CH2:19][CH2:20]2)[CH:5]=1)([O-:11])=[O:10], predict the reactants needed to synthesize it.